Dataset: Forward reaction prediction with 1.9M reactions from USPTO patents (1976-2016). Task: Predict the product of the given reaction. Given the reactants [CH3:1][C:2]1[C:16]([CH3:17])=[CH:15][C:5]2[NH:6][C:7]([C:9]3[C:13]([NH2:14])=[CH:12][NH:11][N:10]=3)=[N:8][C:4]=2[CH:3]=1.C(N(C(C)C)CC)(C)C.Cl[CH2:28][C:29](Cl)=[O:30].[NH:32]1[CH2:37][CH2:36][O:35][CH2:34][CH2:33]1, predict the reaction product. The product is: [CH3:17][C:16]1[C:2]([CH3:1])=[CH:3][C:4]2[NH:8][C:7]([C:9]3[C:13]([NH:14][C:29](=[O:30])[CH2:28][N:32]4[CH2:37][CH2:36][O:35][CH2:34][CH2:33]4)=[CH:12][NH:11][N:10]=3)=[N:6][C:5]=2[CH:15]=1.